Dataset: Full USPTO retrosynthesis dataset with 1.9M reactions from patents (1976-2016). Task: Predict the reactants needed to synthesize the given product. (1) The reactants are: [CH3:1][O:2][C:3]1[N:8]=[CH:7][C:6]([C:9]2([OH:19])[CH2:18][CH2:17][C:12]3(OCC[O:13]3)[CH2:11][CH2:10]2)=[CH:5][CH:4]=1.Cl.C([O-])(O)=O.[Na+]. Given the product [OH:19][C:9]1([C:6]2[CH:7]=[N:8][C:3]([O:2][CH3:1])=[CH:4][CH:5]=2)[CH2:18][CH2:17][C:12](=[O:13])[CH2:11][CH2:10]1, predict the reactants needed to synthesize it. (2) Given the product [CH3:29][C:2]1[CH:3]=[C:4]2[C:9](=[CH:10][CH:11]=1)[CH2:8][N:7]([CH2:12][C:13]1[CH:14]=[C:15]([C:24]([OH:26])=[O:25])[C:16](=[O:23])[N:17]3[C:22]=1[CH:21]=[CH:20][CH:19]=[CH:18]3)[CH2:6][CH2:5]2, predict the reactants needed to synthesize it. The reactants are: Br[C:2]1[CH:3]=[C:4]2[C:9](=[CH:10][CH:11]=1)[CH2:8][N:7]([CH2:12][C:13]1[CH:14]=[C:15]([C:24]([O:26]CC)=[O:25])[C:16](=[O:23])[N:17]3[C:22]=1[CH:21]=[CH:20][CH:19]=[CH:18]3)[CH2:6][CH2:5]2.[CH3:29][Zn]C. (3) Given the product [NH2:24][CH2:23][CH2:22][N:17]1[CH2:18][CH2:19][CH2:20][CH:15]([N:2]2[C:13]3=[C:14]4[C:9](=[CH:10][CH:11]=[CH:12]3)[CH:8]=[N:7][CH:6]=[C:5]4[CH2:4][CH2:3]2)[CH2:16]1.[ClH:1], predict the reactants needed to synthesize it. The reactants are: [ClH:1].[N:2]1([CH:15]2[CH2:20][CH2:19][CH2:18][NH:17][CH2:16]2)[C:13]2=[C:14]3[C:9](=[CH:10][CH:11]=[CH:12]2)[CH:8]=[N:7][CH:6]=[C:5]3[CH2:4][CH2:3]1.Br[CH2:22][CH2:23][NH:24]C(=O)OC(C)(C)C. (4) The reactants are: [F:1][CH:2]([F:27])[O:3][C:4]1[CH:9]=[CH:8][C:7]([C:10]2[O:11][CH:12]=[C:13]([CH2:15][CH2:16][C:17]([C:19]3[C:24]([CH3:25])=[CH:23][CH:22]=[CH:21][N:20]=3)=[O:18])[N:14]=2)=[CH:6][C:5]=1[OH:26].N12CCCN=C1CC[CH2:31][CH2:30][CH2:29]2.BrCCC.O. Given the product [F:27][CH:2]([F:1])[O:3][C:4]1[CH:9]=[CH:8][C:7]([C:10]2[O:11][CH:12]=[C:13]([CH2:15][CH2:16][C:17]([C:19]3[C:24]([CH3:25])=[CH:23][CH:22]=[CH:21][N:20]=3)=[O:18])[N:14]=2)=[CH:6][C:5]=1[O:26][CH2:29][CH2:30][CH3:31], predict the reactants needed to synthesize it. (5) Given the product [C:14]1([C:13]#[C:12][C:11]2[N:6]3[CH:7]=[CH:8][CH:9]=[CH:10][C:5]3=[N:4][C:3]=2[CH2:2][O:20][C:21]2[CH:22]=[C:23]([NH:27][S:28]([CH3:31])(=[O:30])=[O:29])[CH:24]=[CH:25][CH:26]=2)[CH:19]=[CH:18][CH:17]=[CH:16][CH:15]=1, predict the reactants needed to synthesize it. The reactants are: Cl[CH2:2][C:3]1[N:4]=[C:5]2[CH:10]=[CH:9][CH:8]=[CH:7][N:6]2[C:11]=1[C:12]#[C:13][C:14]1[CH:19]=[CH:18][CH:17]=[CH:16][CH:15]=1.[OH:20][C:21]1[CH:22]=[C:23]([NH:27][S:28]([CH3:31])(=[O:30])=[O:29])[CH:24]=[CH:25][CH:26]=1.C(=O)([O-])[O-].[Cs+].[Cs+].[Na+].[Cl-].